Task: Predict the product of the given reaction.. Dataset: Forward reaction prediction with 1.9M reactions from USPTO patents (1976-2016) (1) Given the reactants [CH:1]1[C:6]([CH:7]=O)=[CH:5][C:4]2[O:9][CH2:10][O:11][C:3]=2[CH:2]=1.[N+:12]([CH3:15])([O-:14])=[O:13].[OH-].[Na+].Cl, predict the reaction product. The product is: [CH2:10]1[O:11][C:3]2[CH:2]=[CH:1][C:6](/[CH:7]=[CH:15]/[N+:12]([O-:14])=[O:13])=[CH:5][C:4]=2[O:9]1. (2) Given the reactants [CH2:1]([O:3][C:4](=[O:23])[CH:5]=[CH:6][C:7]1[C:8]([N+:20]([O-])=O)=[N:9][C:10]([CH:15]2[O:19][CH2:18][CH2:17][O:16]2)=[C:11]([O:13][CH3:14])[CH:12]=1)[CH3:2], predict the reaction product. The product is: [CH2:1]([O:3][C:4](=[O:23])[CH2:5][CH2:6][C:7]1[C:8]([NH2:20])=[N:9][C:10]([CH:15]2[O:19][CH2:18][CH2:17][O:16]2)=[C:11]([O:13][CH3:14])[CH:12]=1)[CH3:2]. (3) Given the reactants [CH:1]1[C:2]([CH2:10][C@@H:11]([NH2:28])[CH2:12][C:13]([N:15]2[CH2:27][C:19]3=[N:20][N:21]=[C:22]([C:23]([F:26])([F:25])[F:24])[N:18]3[CH2:17][CH2:16]2)=[O:14])=[C:3]([F:9])[CH:4]=[C:5]([F:8])[C:6]=1[F:7].[CH:29]1[C:34](/[CH:35]=[CH:36]/[C:37]([OH:39])=[O:38])=[CH:33][CH:32]=[C:31]([OH:40])[CH:30]=1.C(OC(C)C)(C)C, predict the reaction product. The product is: [CH:1]1[C:2]([CH2:10][C@@H:11]([NH2:28])[CH2:12][C:13]([N:15]2[CH2:27][C:19]3=[N:20][N:21]=[C:22]([C:23]([F:26])([F:25])[F:24])[N:18]3[CH2:17][CH2:16]2)=[O:14])=[C:3]([F:9])[CH:4]=[C:5]([F:8])[C:6]=1[F:7].[C:37]([O-:39])(=[O:38])/[CH:36]=[CH:35]/[C:34]1[CH:33]=[CH:32][C:31]([OH:40])=[CH:30][CH:29]=1. (4) Given the reactants C(O)(C(F)(F)F)=O.[CH3:8][C:9]1[O:10][CH:11]=[C:12]([CH2:14][N:15]2[CH2:20][CH2:19][N:18](C(OC(C)(C)C)=O)[CH2:17][CH2:16]2)[N:13]=1.C1(C)C=CC=CC=1, predict the reaction product. The product is: [CH3:8][C:9]1[O:10][CH:11]=[C:12]([CH2:14][N:15]2[CH2:16][CH2:17][NH:18][CH2:19][CH2:20]2)[N:13]=1.